From a dataset of Catalyst prediction with 721,799 reactions and 888 catalyst types from USPTO. Predict which catalyst facilitates the given reaction. (1) Reactant: C[O:2][C:3]1[N:8]=[C:7]([C:9]([O:11]C)=[O:10])[CH:6]=[CH:5][C:4]=1[N:13]1[CH:17]=[C:16]([CH3:18])[N:15]=[CH:14]1.[BrH:19]. Product: [BrH:19].[CH3:18][C:16]1[N:15]=[CH:14][N:13]([C:4]2[C:3](=[O:2])[NH:8][C:7]([C:9]([OH:11])=[O:10])=[CH:6][CH:5]=2)[CH:17]=1. The catalyst class is: 15. (2) Reactant: [Cl:1][C:2]1[CH:7]=[C:6]([N+:8]([O-:10])=[O:9])[CH:5]=[CH:4][C:3]=1F.[OH:12][C:13]1[C:18]2[CH:19]=[C:20]([C:22]([NH2:24])=[O:23])[O:21][C:17]=2[CH:16]=[CH:15][CH:14]=1.C(=O)([O-])[O-].[K+].[K+]. Product: [Cl:1][C:2]1[CH:7]=[C:6]([N+:8]([O-:10])=[O:9])[CH:5]=[CH:4][C:3]=1[O:12][C:13]1[C:18]2[CH:19]=[C:20]([C:22]([NH2:24])=[O:23])[O:21][C:17]=2[CH:16]=[CH:15][CH:14]=1. The catalyst class is: 6.